This data is from Full USPTO retrosynthesis dataset with 1.9M reactions from patents (1976-2016). The task is: Predict the reactants needed to synthesize the given product. (1) Given the product [Br:15][C:10]1[CH:9]=[CH:8][C:7]2[N:6]([CH2:36][CH:34]([OH:35])[CH2:33][N:23]3[C:24]4[CH:25]=[CH:26][C:27]([Br:32])=[CH:28][C:29]=4[C:30]4[C:22]3=[CH:21][CH:20]=[C:19]([Br:18])[CH:31]=4)[C:5]3[C:13]([C:12]=2[CH:11]=1)=[CH:14][C:2]([Br:1])=[CH:3][CH:4]=3, predict the reactants needed to synthesize it. The reactants are: [Br:1][C:2]1[CH:3]=[CH:4][C:5]2[NH:6][C:7]3[C:12]([C:13]=2[CH:14]=1)=[CH:11][C:10]([Br:15])=[CH:9][CH:8]=3.[H-].[Na+].[Br:18][C:19]1[CH:20]=[CH:21][C:22]2[N:23]([CH2:33][CH:34]3[CH2:36][O:35]3)[C:24]3[C:29]([C:30]=2[CH:31]=1)=[CH:28][C:27]([Br:32])=[CH:26][CH:25]=3. (2) Given the product [Br:45][C:43]1[O:42][CH:41]=[C:40]([C:33]2[CH:34]=[C:35]([C:36]([F:39])([F:37])[F:38])[C:30]3[N:31]([CH:46]=[C:28]([C:26]([N:24]4[CH2:23][CH:22]([NH:21][S:2]([CH3:1])(=[O:4])=[O:3])[CH2:25]4)=[O:27])[N:29]=3)[CH:32]=2)[CH:44]=1, predict the reactants needed to synthesize it. The reactants are: [CH3:1][S:2](Cl)(=[O:4])=[O:3].CN(C=O)C.CCN(C(C)C)C(C)C.Cl.[NH2:21][CH:22]1[CH2:25][N:24]([C:26]([C:28]2[N:29]=[C:30]3[C:35]([C:36]([F:39])([F:38])[F:37])=[CH:34][C:33]([C:40]4[CH:44]=[C:43]([Br:45])[O:42][CH:41]=4)=[CH:32][N:31]3[CH:46]=2)=[O:27])[CH2:23]1. (3) Given the product [F:63][C:60]1[CH:59]=[CH:2][C:1]2[N:3]([CH:47]=[C:46]([C:44]([NH:45][C@H:46]3[CH2:47][CH2:48][C@@H:49]([N:52]4[C:57](=[O:58])[C:56]5[CH:59]=[C:60]([F:63])[CH:61]=[N:62][C:55]=5[N:54]([C:64]5[CH:65]=[C:66]([C:20]6[CH:19]=[CH:18][C:17]([CH2:12][CH2:13][N:52]7[CH2:53][CH2:33][O:36][CH2:48][CH2:49]7)=[CH:22][CH:21]=6)[CH:67]=[CH:68][CH:69]=5)[C:53]4=[O:71])[CH2:50][CH2:51]3)=[O:72])[N:45]=2)[CH:61]=1, predict the reactants needed to synthesize it. The reactants are: [C:1](#[N:3])[CH3:2].C1(P(C2CCCCC2)C2C=CC=[CH:13][C:12]=2[C:17]2[C:22](OC)=[CH:21][CH:20]=[CH:19][C:18]=2OC)CCCCC1.[C:33](=[O:36])([O-])[O-].[K+].[K+].C(O[C:44](=[O:72])[NH:45][C@H:46]1[CH2:51][CH2:50][C@@H:49]([N:52]2[C:57](=[O:58])[C:56]3[CH:59]=[C:60]([F:63])[CH:61]=[N:62][C:55]=3[N:54]([C:64]3[CH:69]=[CH:68][CH:67]=[C:66](I)[CH:65]=3)[C:53]2=[O:71])[CH2:48][CH2:47]1)(C)(C)C. (4) Given the product [Cl:31][C:21]1[N:10]2[CH:11]=[CH:12][C:13]([C:15]3[CH:16]=[N:17][CH:18]=[CH:19][CH:20]=3)=[CH:14][C:9]2=[N:8][C:7]=1[NH:6][C:4]([NH:3][CH2:1][CH3:2])=[O:5], predict the reactants needed to synthesize it. The reactants are: [CH2:1]([NH:3][C:4]([NH:6][C:7]1[N:8]=[C:9]2[CH:14]=[C:13]([C:15]3[CH:16]=[N:17][CH:18]=[CH:19][CH:20]=3)[CH:12]=[CH:11][N:10]2[CH:21]=1)=[O:5])[CH3:2].COC(OC)(N(C)C)C.[ClH:31].NO.[OH-].[Na+]. (5) Given the product [PH:1](=[O:4])([O:3][Si:7]([CH2:20][CH3:26])([CH2:16][CH3:17])[CH2:5][CH3:6])[O:2][Si:7]([CH2:16][CH3:17])([CH2:5][CH3:6])[CH2:18][CH3:19], predict the reactants needed to synthesize it. The reactants are: [P:1]([OH:4])([OH:3])[OH:2].[CH2:5]([Si:7]([CH2:18][CH3:19])([CH2:16][CH3:17])O[Si:7]([CH2:18][CH3:19])([CH2:16][CH3:17])[CH2:5][CH3:6])[CH3:6].[C:20]1([CH3:26])C=CC=CC=1.